Dataset: CYP2D6 inhibition data for predicting drug metabolism from PubChem BioAssay. Task: Regression/Classification. Given a drug SMILES string, predict its absorption, distribution, metabolism, or excretion properties. Task type varies by dataset: regression for continuous measurements (e.g., permeability, clearance, half-life) or binary classification for categorical outcomes (e.g., BBB penetration, CYP inhibition). Dataset: cyp2d6_veith. (1) The compound is O=C(/C=C/c1ccc2c(c1)OCO2)NCCSCc1cccc(Cl)c1. The result is 1 (inhibitor). (2) The molecule is Cc1ccc(-n2nc(C)c3c2OC(N)=C(C#N)C3c2ccco2)cc1. The result is 0 (non-inhibitor). (3) The compound is C=C(CC1(CNP(=O)(c2ccccc2)c2ccccc2)CC1)c1ccccc1. The result is 0 (non-inhibitor). (4) The drug is CCC(=O)NC(=S)Nc1ccc(NC(=O)COc2ccc(Cl)cc2Cl)cc1. The result is 0 (non-inhibitor). (5) The drug is C[C@]1(CO)[C@H]2CC[C@H]3C[C@H]4C[C@@]3(CC[C@]4(O)COC(=O)CN)[C@]2(C)CC[C@H]1O. The result is 0 (non-inhibitor). (6) The result is 0 (non-inhibitor). The drug is CC(=O)NCCNc1ncnc2ccc(-c3c(C)noc3C)cc12. (7) The compound is c1ccc(CN2CCC3(CCCc4ccccc43)CC2)cc1. The result is 1 (inhibitor). (8) The molecule is CC1(C)CC(=O)C(CCCN2C(=O)c3ccccc3C2=O)C(=O)C1. The result is 0 (non-inhibitor). (9) The molecule is CCOCCCn1cnc2c([nH]c3cc(OC)ccc32)c1=O. The result is 0 (non-inhibitor). (10) The drug is COCCn1c(=O)c(-c2cn(C)c3ccccc23)nc2cnc(Oc3ccccc3)nc21. The result is 0 (non-inhibitor).